This data is from Full USPTO retrosynthesis dataset with 1.9M reactions from patents (1976-2016). The task is: Predict the reactants needed to synthesize the given product. (1) Given the product [CH3:1][C:2]1[CH:10]=[CH:9][C:8]2[N:7](/[CH:19]=[CH:18]/[C:20]3[CH:25]=[N:24][C:23]([CH3:26])=[CH:22][CH:21]=3)[C:6]3[CH:11]4[CH2:12][CH2:13][N:14]([CH2:15][C:5]=3[C:4]=2[CH:3]=1)[CH2:16][CH2:17]4, predict the reactants needed to synthesize it. The reactants are: [CH3:1][C:2]1[CH:10]=[CH:9][C:8]2[NH:7][C:6]3[CH:11]4[CH2:17][CH2:16][N:14]([CH2:15][C:5]=3[C:4]=2[CH:3]=1)[CH2:13][CH2:12]4.[C:18]([C:20]1[CH:21]=[CH:22][C:23]([CH3:26])=[N:24][CH:25]=1)#[CH:19]. (2) Given the product [CH3:32][O:33][C:34]1[CH:39]=[CH:38][C:37]([O:40][CH3:41])=[CH:36][C:35]=1[C:2]1[CH:22]=[CH:21][C:5]2[N:6]([CH3:20])[C:7](=[O:19])[CH2:8][N:9]=[C:10]([C:11]3[CH:12]=[C:13]([CH:16]=[CH:17][CH:18]=3)[C:14]#[N:15])[C:4]=2[CH:3]=1, predict the reactants needed to synthesize it. The reactants are: Br[C:2]1[CH:22]=[CH:21][C:5]2[N:6]([CH3:20])[C:7](=[O:19])[CH2:8][N:9]=[C:10]([C:11]3[CH:12]=[C:13]([CH:16]=[CH:17][CH:18]=3)[C:14]#[N:15])[C:4]=2[CH:3]=1.C1(B(O)O)C=CC=CC=1.[CH3:32][O:33][C:34]1[CH:39]=[CH:38][C:37]([O:40][CH3:41])=[CH:36][C:35]=1B(O)O. (3) The reactants are: [CH3:1][C@@H:2]1[N:8]([C:9]2[CH:14]=[CH:13][N:12]=[CH:11][CH:10]=2)[CH2:7][C:6]2[CH:15]=[CH:16][C:17]([C:19]([O:21]C)=O)=[CH:18][C:5]=2[O:4][CH2:3]1.[NH2:23][OH:24].[OH-].[Na+]. Given the product [OH:24][NH:23][C:19]([C:17]1[CH:16]=[CH:15][C:6]2[CH2:7][N:8]([C:9]3[CH:14]=[CH:13][N:12]=[CH:11][CH:10]=3)[C@@H:2]([CH3:1])[CH2:3][O:4][C:5]=2[CH:18]=1)=[O:21], predict the reactants needed to synthesize it. (4) Given the product [C:1]([O:5][C:6]([NH:8][CH2:9][C:10]1[C:19]([C:20]([OH:22])=[O:21])=[CH:18][C:17]2[C:12](=[CH:13][CH:14]=[CH:15][C:16]=2[F:25])[N:11]=1)=[O:7])([CH3:4])([CH3:2])[CH3:3], predict the reactants needed to synthesize it. The reactants are: [C:1]([O:5][C:6]([NH:8][CH2:9][C:10]1[C:19]([C:20]([O:22]CC)=[O:21])=[CH:18][C:17]2[C:12](=[CH:13][CH:14]=[CH:15][C:16]=2[F:25])[N:11]=1)=[O:7])([CH3:4])([CH3:3])[CH3:2].CO.O.[OH-].[Li+]. (5) Given the product [CH2:1]([O:3][C:4]([C:5]1[N:14]([CH:28]2[CH2:30][CH2:29]2)[C:15]([C:16]2[CH:17]=[CH:18][C:19]([O:22][C:23]([F:25])([F:26])[F:24])=[CH:20][CH:21]=2)=[N:39][C:6]=1[C:7]1[CH:8]=[N:9][CH:10]=[CH:11][CH:12]=1)=[O:31])[CH3:2], predict the reactants needed to synthesize it. The reactants are: [CH2:1]([O:3][C:4](=[O:31])[CH:5]([N:14]([CH:28]1[CH2:30][CH2:29]1)[C:15](=O)[C:16]1[CH:21]=[CH:20][C:19]([O:22][C:23]([F:26])([F:25])[F:24])=[CH:18][CH:17]=1)[C:6](=O)[C:7]1[CH:8]=[N:9][CH:10]=[CH:11][CH:12]=1)[CH3:2].FC(F)(F)C([O-])=O.[NH4+:39]. (6) Given the product [CH2:4]([O:6][C:7](=[O:12])[CH2:8][C:9]([C@@H:23]1[CH2:22][CH2:21][N:20]([C:28]([O:30][CH3:31])=[O:29])[C@@H:19]([CH2:18][C:17]2[CH:32]=[C:33]([C:35]([F:38])([F:36])[F:37])[CH:34]=[C:15]([F:14])[CH:16]=2)[CH2:24]1)=[O:11])[CH3:5].[CH2:4]([O:6][C:7](=[O:12])[CH2:8][C:25]([C@H:23]1[CH2:22][CH2:21][N:20]([C:28]([O:30][CH3:31])=[O:29])[C@@H:19]([CH2:18][C:17]2[CH:32]=[C:33]([C:35]([F:36])([F:38])[F:37])[CH:34]=[C:15]([F:14])[CH:16]=2)[CH2:24]1)=[O:26])[CH3:5], predict the reactants needed to synthesize it. The reactants are: [Cl-].[Mg+2].[Cl-].[CH2:4]([O:6][C:7](=[O:12])[CH2:8][C:9]([O-:11])=O)[CH3:5].[K+].[F:14][C:15]1[CH:16]=[C:17]([CH:32]=[C:33]([C:35]([F:38])([F:37])[F:36])[CH:34]=1)[CH2:18][CH:19]1[CH2:24][CH:23]([C:25](O)=[O:26])[CH2:22][CH2:21][N:20]1[C:28]([O:30][CH3:31])=[O:29].N1(C(N2C=CN=C2)=O)C=CN=C1.Cl.